Dataset: Full USPTO retrosynthesis dataset with 1.9M reactions from patents (1976-2016). Task: Predict the reactants needed to synthesize the given product. (1) Given the product [CH2:59]([O:58][C:56]([C:48]1([C:51]([O:53][CH2:54][CH3:55])=[O:52])[CH2:47][CH2:46][N:45]([CH2:44][CH2:43][NH:42][C@:26]23[CH2:38][CH2:37][C@@H:36]([C:39]([CH3:41])=[CH2:40])[C@@H:27]2[C@@H:28]2[C@@:23]([CH3:61])([CH2:24][CH2:25]3)[C@@:22]3([CH3:62])[C@@H:31]([C@:32]4([CH3:35])[C@@H:19]([CH2:20][CH2:21]3)[C:18]([CH3:64])([CH3:63])[C:17]([C:14]3[CH2:15][CH2:16][C@:11]([CH2:65][F:66])([C:9]([OH:10])=[O:8])[CH2:12][CH:13]=3)=[CH:34][CH2:33]4)[CH2:30][CH2:29]2)[CH2:50][CH2:49]1)=[O:57])[CH3:60], predict the reactants needed to synthesize it. The reactants are: [Si]([O:8][C:9]([C@@:11]1([CH2:65][F:66])[CH2:16][CH2:15][C:14]([C:17]2[C:18]([CH3:64])([CH3:63])[C@H:19]3[C@:32]([CH3:35])([CH2:33][CH:34]=2)[C@@H:31]2[C@:22]([CH3:62])([C@@:23]4([CH3:61])[C@H:28]([CH2:29][CH2:30]2)[C@H:27]2[C@H:36]([C:39]([CH3:41])=[CH2:40])[CH2:37][CH2:38][C@:26]2([NH:42][CH2:43][CH2:44][N:45]2[CH2:50][CH2:49][C:48]([C:56]([O:58][CH2:59][CH3:60])=[O:57])([C:51]([O:53][CH2:54][CH3:55])=[O:52])[CH2:47][CH2:46]2)[CH2:25][CH2:24]4)[CH2:21][CH2:20]3)=[CH:13][CH2:12]1)=[O:10])(C(C)(C)C)(C)C.CCCC[N+](CCCC)(CCCC)CCCC.[F-]. (2) Given the product [CH2:1]([O:8][C:9]1[CH:14]=[C:13]([Cl:15])[N:12]=[C:11]([CH2:16][OH:17])[CH:10]=1)[C:2]1[CH:3]=[CH:4][CH:5]=[CH:6][CH:7]=1, predict the reactants needed to synthesize it. The reactants are: [CH2:1]([O:8][C:9]1[CH:14]=[C:13]([Cl:15])[N:12]=[C:11]([C:16](OC)=[O:17])[CH:10]=1)[C:2]1[CH:7]=[CH:6][CH:5]=[CH:4][CH:3]=1.[H-].[Al+3].[Li+].[H-].[H-].[H-]. (3) Given the product [NH2:41][C@H:29]([CH2:30][C:31]1[CH:36]=[CH:35][C:34]([C:37]([F:38])([F:40])[F:39])=[CH:33][CH:32]=1)[C:28]([N:25]1[CH2:24][CH2:23][CH:22]([N:13]2[N:12]=[C:11]([C:5]3[CH:6]=[CH:7][C:8]([O:9][CH3:10])=[C:3]([O:2][CH3:1])[CH:4]=3)[C@@H:20]3[C@@H:15]([CH2:16][CH2:17][CH2:18][CH2:19]3)[C:14]2=[O:21])[CH2:27][CH2:26]1)=[O:49], predict the reactants needed to synthesize it. The reactants are: [CH3:1][O:2][C:3]1[CH:4]=[C:5]([C:11]2[C@@H:20]3[C@@H:15]([CH2:16][CH2:17][CH2:18][CH2:19]3)[C:14](=[O:21])[N:13]([CH:22]3[CH2:27][CH2:26][N:25]([C:28](=[O:49])[C@H:29]([NH:41]C(=O)OC(C)(C)C)[CH2:30][C:31]4[CH:36]=[CH:35][C:34]([C:37]([F:40])([F:39])[F:38])=[CH:33][CH:32]=4)[CH2:24][CH2:23]3)[N:12]=2)[CH:6]=[CH:7][C:8]=1[O:9][CH3:10].FC(F)(F)C(O)=O.C(=O)(O)[O-].[Na+]. (4) The reactants are: [CH2:1]([NH2:3])[CH3:2].[Cl:4][C:5]1[N:10]=[C:9](Cl)[C:8]([C:12]([O:14][CH2:15][CH3:16])=[O:13])=[CH:7][N:6]=1.CCN(CC)CC. Given the product [Cl:4][C:5]1[N:10]=[C:9]([NH:3][CH2:1][CH3:2])[C:8]([C:12]([O:14][CH2:15][CH3:16])=[O:13])=[CH:7][N:6]=1, predict the reactants needed to synthesize it. (5) Given the product [CH3:23][O:24][C:25]1[C:26]([N+:33]([O-:35])=[O:34])=[CH:27][C:28]([CH:31]=[O:32])=[CH:29][N:30]=1, predict the reactants needed to synthesize it. The reactants are: CC(OI1(OC(C)=O)(OC(C)=O)OC(=O)C2C=CC=CC1=2)=O.[CH3:23][O:24][C:25]1[N:30]=[CH:29][C:28]([CH2:31][OH:32])=[CH:27][C:26]=1[N+:33]([O-:35])=[O:34].S([O-])([O-])(=O)=S.[Na+].[Na+].